Dataset: Full USPTO retrosynthesis dataset with 1.9M reactions from patents (1976-2016). Task: Predict the reactants needed to synthesize the given product. (1) Given the product [CH:15]1([O:3][N:4]2[C:9]([CH3:10])([CH3:11])[CH2:8][CH:7]([OH:12])[CH2:6][C:5]2([CH3:14])[CH3:13])[CH2:20][CH2:19][CH2:18][CH2:17][CH2:16]1, predict the reactants needed to synthesize it. The reactants are: OO.[OH:3][N:4]1[C:9]([CH3:11])([CH3:10])[CH2:8][CH:7]([OH:12])[CH2:6][C:5]1([CH3:14])[CH3:13].[CH2:15]1[CH2:20][CH2:19][CH2:18][CH2:17][CH2:16]1.CO. (2) Given the product [CH3:20][O:19][C:14]1[CH:15]=[C:16]2[C:11](=[CH:12][CH:13]=1)[C:10]([O:21][C:22]1[CH:23]=[CH:24][C:25]([O:26][CH2:27][CH2:28][N:29]3[CH2:30][CH2:31][CH2:32][CH2:33][CH2:34]3)=[CH:35][CH:36]=1)=[C:9]([OH:8])[CH:18]=[CH:17]2, predict the reactants needed to synthesize it. The reactants are: C([O:8][C:9]1[CH:18]=[CH:17][C:16]2[C:11](=[CH:12][CH:13]=[C:14]([O:19][CH3:20])[CH:15]=2)[C:10]=1[O:21][C:22]1[CH:36]=[CH:35][C:25]([O:26][CH2:27][CH2:28][N:29]2[CH2:34][CH2:33][CH2:32][CH2:31][CH2:30]2)=[CH:24][CH:23]=1)C1C=CC=CC=1.C([O-])=O.[NH4+].